Binary Classification. Given a miRNA mature sequence and a target amino acid sequence, predict their likelihood of interaction. From a dataset of Experimentally validated miRNA-target interactions with 360,000+ pairs, plus equal number of negative samples. (1) The miRNA is mmu-miR-3067-5p with sequence AGUUCUCAGGCCCGCUGUGGUGU. The protein sequence of the target gene is MAAPVRLGRKRPLPACPNPLFVRWLTEWRDEATRSRRRTRFVFQKALRSLRRYPLPLRSGKEAKILQHFGDGLCRMLDERLQRHRTSGGDHAPDSPSGENSPAPQGRLAEVQDSSMPVPAQPKAGGSGSYWPARHSGARVILLVLYREHLNPNGHHFLTKEELLQRCAQKSPRVAPGSARPWPALRSLLHRNLVLRTHQPARYSLTPEGLELAQKLAESEGLSLLNVGIGPKEPPGEETAVPGAASAELASEAGVQQQPLELRPGEYRVLLCVDIGETRGGGHRPELLRELQRLHVTHTV.... Result: 0 (no interaction). (2) The miRNA is hsa-miR-513c-3p with sequence UAAAUUUCACCUUUCUGAGAAGA. The protein sequence of the target gene is MATEIGSPPRFFHMPRFQHQAPRQLFYKRPDFAQQQAMQQLTFDGKRMRKAVNRKTIDYNPSVIKYLENRIWQRDQRDMRAIQPDAGYYNDLVPPIGMLNNPMNAVTTKFVRTSTNKVKCPVFVVRWTPEGRRLVTGASSGEFTLWNGLTFNFETILQAHDSPVRAMTWSHNDMWMLTADHGGYVKYWQSNMNNVKMFQAHKEAIREASFSPTDNKFATCSDDGTVRIWDFLRCHEERILRGHGADVKCVDWHPTKGLVVSGSKDSQQPIKFWDPKTGQSLATLHAHKNTVMEVKLNLNG.... Result: 1 (interaction). (3) The miRNA is hsa-miR-150-3p with sequence CUGGUACAGGCCUGGGGGACAG. The protein sequence of the target gene is MEPPGRRECPFPSWRFPGLLLAAMVLLLYSFSDACEEPPTFEAMELIGKPKPYYEIGERVDYKCKKGYFYIPPLATHTICDRNHTWLPVSDDACYRETCPYIRDPLNGQAVPANGTYEFGYQMHFICNEGYYLIGEEILYCELKGSVAIWSGKPPICEKVLCTPPPKIKNGKHTFSEVEVFEYLDAVTYSCDPAPGPDPFSLIGESTIYCGDNSVWSRAAPECKVVKCRFPVVENGKQISGFGKKFYYKATVMFECDKGFYLDGSDTIVCDSNSTWDPPVPKCLKVLPPSSTKPPALSHS.... Result: 1 (interaction). (4) The miRNA is hsa-miR-8072 with sequence GGCGGCGGGGAGGUAGGCAG. The protein sequence of the target gene is MATEVHNLQELRRSASLATKVFIQRDYSDGTICQFQTKFPPELDSRIERQLFEETVKTLNGFYAEAEKIGGSSYLEGCLACATAYFIFLCMETHYEKVLKKISRYIQEQNEKVFAPRGLLLTDPVERGMRVIEISIYEDRCSSGSSSSGSSSGSGSSSAGGGGAGAR. Result: 0 (no interaction). (5) The miRNA is cel-miR-1828 with sequence ACUGGAAGCAUUUAAGUGAUAGU. The protein sequence of the target gene is MKHTLALLAPLLGLGLGLALSQLAAGATDCKFLGPAEHLTFTPAARARWLAPRVRAPGLLDSLYGTVRRFLSVVQLNPFPSELVKALLNELASVKVNEVVRYEAGYVVCAVIAGLYLLLVPTAGLCFCCCRCHRRCGGRVKTEHKALACERAALMVFLLLTTLLLLIGVVCAFVTNQRTHEQMGPSIEAMPETLLSLWGLVSDVPQELQAVAQQFSLPQEQVSEELDGVGVSIGSAIHTQLRSSVYPLLAAVGSLGQVLQVSVHHLQTLNATVVELQAGQQDLEPAIREHRDRLLELLQE.... Result: 0 (no interaction). (6) The miRNA is hsa-miR-548h-3p with sequence CAAAAACCGCAAUUACUUUUGCA. The protein sequence of the target gene is MATTGALGNYYVDSFLLGADAADELSVGRYAPGTLGQPPRQAATLAEHPDFSPCSFQSKATVFGASWNPVHAAGANAVPAAVYHHHHHHPYVHPQAPVAAAAPDGRYMRSWLEPTPGALSFAGLPSSRPYGIKPEPLSARRGDCPTLDTHTLSLTDYACGSPPVDREKQPSEGAFSENNAENESGGDKPPIDPNNPAANWLHARSTRKKRCPYTKHQTLELEKEFLFNMYLTRDRRYEVARLLNLTERQVKIWFQNRRMKMKKINKDRAKDE. Result: 1 (interaction). (7) The miRNA is hsa-miR-6838-5p with sequence AAGCAGCAGUGGCAAGACUCCU. The protein sequence of the target gene is MGNRRDLGQPRAGLCLLLAALQLLPGTQADPVDVLKALGVQGGQAGVPEGPGFCPQRTPEGDRAFRIGQASTLGIPTWELFPEGHFPENFSLLITLRGQPANQSVLLSIYDERGARQLGLALGPALGLLGDPFRPLPQQVNLTDGRWHRVAVSIDGEMVTLVADCEAQPPVLGHGPRFISIAGLTVLGTQDLGEKTFEGDIQELLISPDPQAAFQACERYLPDCDNLAPAATVAPQGEPETPRPRRKGKGKGRKKGRGRKGKGRKKNKEIWTSSPPPDSAENQTSTDIPKTETPAPNLPP.... Result: 0 (no interaction). (8) The miRNA is mmu-miR-6940-3p with sequence UUACCUUCCGUGCUUGCCCGCAG. The protein sequence of the target gene is MSRQTATALPTGTSKCPPSQRVPALTGTTASNNDLASLFECPVCFDYVLPPILQCQSGHLVCSNCRPKLTCCPTCRGPLGSIRNLAMEKVANSVLFPCKYASSGCEITLPHTEKADHEELCEFRPYSCPCPGASCKWQGSLDAVMPHLMHQHKSITTLQGEDIVFLATDINLPGAVDWVMMQSCFGFHFMLVLEKQEKYDGHQQFFAIVQLIGTRKQAENFAYRLELNGHRRRLTWEATPRSIHEGIATAIMNSDCLVFDTSIAQLFAENGNLGINVTISMC. Result: 0 (no interaction). (9) The miRNA is mmu-miR-511-3p with sequence AAUGUGUAGCAAAAGACAGGAU. The protein sequence of the target gene is MSAEDLEAQEDELLALASIYDADEFRKAESVQGGETRIYLDLPQNFKIFVSGNSNESLQNSGFEYTICFLPPLVLNFELPPDYPSSSPPSFTLSGKWLSPTQLSALCKHLDNLWEEHRGRVVLFAWMQFLKEETLTYLNIVSPFELKMGSQKKVQRRATAQASSSTELGVGGAAAADVDQEETVDERAVQDVESLSSLIQEILDFNQARQTKCFNSKLFLCSICFCEKLGSDCMYFLECKHVYCKACLKDYFEIQIKDGQVKCLNCPEPQCPSVATPGQVKELVEADLFARYDRLLLQST.... Result: 0 (no interaction). (10) The miRNA is hsa-miR-6871-5p with sequence CAUGGGAGUUCGGGGUGGUUGC. The protein sequence of the target gene is MASESETLNPSARIMTFYPTMEEFRNFSRYIAYIESQGAHRAGLAKVVPPKEWKPRTSYDDIDDLVIPAPIQQLVTGQSGLFTQYNIQKKAMTVREFRKIANSDKYCTPRYSEFEELERKYWKNLTFNPPIYGADVNGTLYEQHVDEWNIGRLKTILDLVEKESGITIEGVNTPYLYFGMWKTSFAWHTEDMDLYSINYLHFGEPKSWYSVPPEHGKRLERLAKGFFPGSAQSCEAFLRHKMTLISPLMLKKYGIPFDKVTQEAGEFMITFPYGYHAGFNHGFNCAESTNFATRRWIEYG.... Result: 0 (no interaction).